Dataset: Full USPTO retrosynthesis dataset with 1.9M reactions from patents (1976-2016). Task: Predict the reactants needed to synthesize the given product. (1) Given the product [Br:1][C:2]1[CH:7]=[C:6]([S:8]([CH3:11])(=[O:10])=[O:9])[CH:5]=[CH:4][C:3]=1[O:21][C:15]1[C:16]([CH3:20])=[CH:17][CH:18]=[CH:19][C:14]=1[CH3:13], predict the reactants needed to synthesize it. The reactants are: [Br:1][C:2]1[CH:7]=[C:6]([S:8]([CH3:11])(=[O:10])=[O:9])[CH:5]=[CH:4][C:3]=1F.[CH3:13][C:14]1[CH:19]=[CH:18][CH:17]=[C:16]([CH3:20])[C:15]=1[OH:21].C(=O)([O-])[O-].[Cs+].[Cs+].Cl. (2) Given the product [C:22]([O:21][C:11]1[CH:12]=[C:13]2[C:18](=[CH:19][C:10]=1[O:9][CH2:8][CH:5]1[CH2:6][CH2:7][N:2]([CH3:1])[CH2:3][CH2:4]1)[N:17]=[CH:16][N:15]=[C:14]2[OH:20])(=[O:29])[C:23]1[CH:28]=[CH:27][CH:26]=[CH:25][CH:24]=1, predict the reactants needed to synthesize it. The reactants are: [CH3:1][N:2]1[CH2:7][CH2:6][CH:5]([CH2:8][O:9][C:10]2[CH:19]=[C:18]3[C:13]([C:14]([OH:20])=[N:15][CH:16]=[N:17]3)=[CH:12][C:11]=2[OH:21])[CH2:4][CH2:3]1.[C:22](O[C:22](=[O:29])[C:23]1[CH:28]=[CH:27][CH:26]=[CH:25][CH:24]=1)(=[O:29])[C:23]1[CH:28]=[CH:27][CH:26]=[CH:25][CH:24]=1.C1(OC2C=CC=CC=2)C=CC=CC=1.C(OCC)C. (3) Given the product [CH2:1]([CH:4]1[CH2:9][CH2:8][C:7](=[O:10])[C:6](=[CH:14][N:15]([CH3:17])[CH3:16])[C:5]1=[O:11])[CH:2]=[CH2:3], predict the reactants needed to synthesize it. The reactants are: [CH2:1]([CH:4]1[CH2:9][CH2:8][C:7](=[O:10])[CH2:6][C:5]1=[O:11])[CH:2]=[CH2:3].CO[CH:14](OC)[N:15]([CH3:17])[CH3:16]. (4) Given the product [CH:4]1([C:7]2[CH:8]=[C:9]([C:13]3[S:17][C:16]([C:18]([OH:20])=[O:19])=[CH:15][CH:14]=3)[N:10]=[N:11][CH:12]=2)[CH2:5][CH2:6]1, predict the reactants needed to synthesize it. The reactants are: O[Li].O.[CH:4]1([C:7]2[CH:8]=[C:9]([C:13]3[S:17][C:16]([C:18]([O:20]CC)=[O:19])=[CH:15][CH:14]=3)[N:10]=[N:11][CH:12]=2)[CH2:6][CH2:5]1. (5) Given the product [CH2:31]([NH:38][C:41](=[O:44])[CH:6]([CH:8]1[CH2:13][CH2:12][CH2:11][CH2:10][CH2:9]1)[N:7]1[C:8]2[CH:13]=[C:12]([F:14])[C:11]([F:15])=[CH:10][C:9]=2[N:16]=[C:22]1[C:21]1[C:20]([O:19][CH3:18])=[N:28][C:27]([O:29][CH3:30])=[CH:26][CH:25]=1)[C:32]1[CH:37]=[CH:36][CH:35]=[CH:34][CH:33]=1, predict the reactants needed to synthesize it. The reactants are: C(O[C:6](=O)[NH:7][C:8]1[CH:13]=[C:12]([F:14])[C:11]([F:15])=[CH:10][C:9]=1[NH2:16])(C)(C)C.[CH3:18][O:19][C:20]1[N:28]=[C:27]([O:29][CH3:30])[CH:26]=[CH:25][C:21]=1[C:22](O)=O.[CH2:31]([N+:38]#[C-])[C:32]1[CH:37]=[CH:36][CH:35]=[CH:34][CH:33]=1.Cl.[C:41](=[O:44])(O)[O-].[Na+].